This data is from Catalyst prediction with 721,799 reactions and 888 catalyst types from USPTO. The task is: Predict which catalyst facilitates the given reaction. Reactant: C[O:2][C:3]1[CH:4]=[C:5]([C:9]2[N:34]=[C:12]3[CH:13]=[C:14]([NH:17][C:18]([C:20]4[N:21]([CH3:33])[N:22]=[CH:23][C:24]=4[C:25]([N:27]4[CH2:32][CH2:31][O:30][CH2:29][CH2:28]4)=[O:26])=[O:19])[CH:15]=[CH:16][N:11]3[N:10]=2)[CH:6]=[CH:7][CH:8]=1.B(Br)(Br)Br. Product: [OH:2][C:3]1[CH:4]=[C:5]([C:9]2[N:34]=[C:12]3[CH:13]=[C:14]([NH:17][C:18]([C:20]4[N:21]([CH3:33])[N:22]=[CH:23][C:24]=4[C:25]([N:27]4[CH2:28][CH2:29][O:30][CH2:31][CH2:32]4)=[O:26])=[O:19])[CH:15]=[CH:16][N:11]3[N:10]=2)[CH:6]=[CH:7][CH:8]=1. The catalyst class is: 34.